This data is from Forward reaction prediction with 1.9M reactions from USPTO patents (1976-2016). The task is: Predict the product of the given reaction. (1) Given the reactants Cl[C:2]1[C:7]([N+:8]([O-:10])=[O:9])=[CH:6][N:5]=[C:4]2[CH:11]=[CH:12][S:13][C:3]=12.[NH2:14][C@H:15]1[CH2:20][CH2:19][C@H:18]([CH2:21][C:22]#[N:23])[C@H:17]([O:24][CH3:25])[CH2:16]1.C(N(CC)C(C)C)(C)C, predict the reaction product. The product is: [CH3:25][O:24][C@@H:17]1[CH2:16][C@@H:15]([NH:14][C:2]2[C:7]([N+:8]([O-:10])=[O:9])=[CH:6][N:5]=[C:4]3[CH:11]=[CH:12][S:13][C:3]=23)[CH2:20][CH2:19][C@@H:18]1[CH2:21][C:22]#[N:23]. (2) Given the reactants [NH2:1][C:2]1[CH:10]=[CH:9][C:5]([C:6]([OH:8])=O)=[CH:4][C:3]=1[N+:11]([O-:13])=[O:12].C1C=CC2N(O)N=NC=2C=1.CCN=C=NCCCN(C)C.[CH3:35][O:36][C:37]1[CH:46]=[CH:45][C:40]([C:41]([NH:43][NH2:44])=[O:42])=[CH:39][CH:38]=1.CCN(CC)CC, predict the reaction product. The product is: [NH2:1][C:2]1[CH:10]=[CH:9][C:5]([C:6]([NH:44][NH:43][C:41](=[O:42])[C:40]2[CH:45]=[CH:46][C:37]([O:36][CH3:35])=[CH:38][CH:39]=2)=[O:8])=[CH:4][C:3]=1[N+:11]([O-:13])=[O:12].